From a dataset of Forward reaction prediction with 1.9M reactions from USPTO patents (1976-2016). Predict the product of the given reaction. (1) Given the reactants [Br:1][C:2]1[CH:3]=[C:4]([C:9]2[C:10]([C:14]3[CH:19]=[CH:18][CH:17]=[C:16]([CH3:20])[N:15]=3)=[N:11][NH:12][CH:13]=2)[CH:5]=[CH:6][C:7]=1[F:8].[CH3:21][N:22]([CH3:27])[S:23](Cl)(=[O:25])=[O:24].C(N(CC)CC)C.C(=O)(O)[O-].[Na+], predict the reaction product. The product is: [Br:1][C:2]1[CH:3]=[C:4]([C:9]2[C:10]([C:14]3[CH:19]=[CH:18][CH:17]=[C:16]([CH3:20])[N:15]=3)=[N:11][N:12]([S:23]([N:22]([CH3:27])[CH3:21])(=[O:25])=[O:24])[CH:13]=2)[CH:5]=[CH:6][C:7]=1[F:8]. (2) Given the reactants Br[CH:2]1[CH2:4][C:3]1([CH3:11])[C:5]1[CH:10]=[CH:9][CH:8]=[CH:7][CH:6]=1.CC(C)([O-])C.[K+].C(OCC)C.O, predict the reaction product. The product is: [CH3:11][C:3]1([C:5]2[CH:10]=[CH:9][CH:8]=[CH:7][CH:6]=2)[CH:4]=[CH:2]1. (3) Given the reactants [NH2:1][C:2]1[C:6]([CH2:7][C:8]2[CH:13]=[CH:12][CH:11]=[C:10]([Cl:14])[C:9]=2[Cl:15])=[C:5]([OH:16])[NH:4][N:3]=1.C(N(CC)CC)C.[CH3:24][C:25]([O:28][C:29](O[C:29]([O:28][C:25]([CH3:27])([CH3:26])[CH3:24])=[O:30])=[O:30])([CH3:27])[CH3:26], predict the reaction product. The product is: [C:25]([O:28][C:29](=[O:30])[NH:1][C:2]1[C:6]([CH2:7][C:8]2[CH:13]=[CH:12][CH:11]=[C:10]([Cl:14])[C:9]=2[Cl:15])=[C:5]([OH:16])[NH:4][N:3]=1)([CH3:27])([CH3:26])[CH3:24]. (4) Given the reactants [F:1][C:2]1[CH:3]=[C:4]([CH:7]=[C:8]([N+:11]([O-:13])=[O:12])[C:9]=1[OH:10])[CH:5]=O.[C:14]1([C:20](=O)[CH2:21][C:22]2[CH:27]=[CH:26][CH:25]=[CH:24][CH:23]=2)[CH:19]=[CH:18][CH:17]=[CH:16][CH:15]=1.[NH2:29][C:30]([NH2:32])=[O:31].Cl, predict the reaction product. The product is: [F:1][C:2]1[CH:3]=[C:4]([CH:5]2[C:21]([C:22]3[CH:27]=[CH:26][CH:25]=[CH:24][CH:23]=3)=[C:20]([C:14]3[CH:19]=[CH:18][CH:17]=[CH:16][CH:15]=3)[NH:32][C:30](=[O:31])[NH:29]2)[CH:7]=[C:8]([N+:11]([O-:13])=[O:12])[C:9]=1[OH:10]. (5) Given the reactants C(OC([N:8]1[CH2:13][CH2:12][N:11]([C:14]2[C:23]3[C:18](=[CH:19][CH:20]=[C:21]([S:24][C:25]4[CH:30]=[CH:29][C:28]([Cl:31])=[C:27]([Cl:32])[CH:26]=4)[CH:22]=3)[CH:17]=[CH:16][N:15]=2)[CH2:10][CH2:9]1)=O)(C)(C)C.OO.FC(F)(F)C(O)=[O:38].[OH-:42].[Na+], predict the reaction product. The product is: [ClH:31].[Cl:32][C:27]1[CH:26]=[C:25]([S:24]([C:21]2[CH:22]=[C:23]3[C:18]([CH:17]=[CH:16][N:15]=[C:14]3[N:11]3[CH2:12][CH2:13][NH:8][CH2:9][CH2:10]3)=[CH:19][CH:20]=2)(=[O:38])=[O:42])[CH:30]=[CH:29][C:28]=1[Cl:31]. (6) Given the reactants [CH3:1][C@@H:2]1[CH2:6][CH2:5][CH2:4][N:3]1[CH2:7][CH2:8][C:9]1[CH:14]=[CH:13][C:12]([N+:15]([O-])=O)=[CH:11][CH:10]=1.N#N, predict the reaction product. The product is: [CH3:1][C@@H:2]1[CH2:6][CH2:5][CH2:4][N:3]1[CH2:7][CH2:8][C:9]1[CH:10]=[CH:11][C:12]([NH2:15])=[CH:13][CH:14]=1. (7) Given the reactants [CH3:1][O:2][C:3](=[O:13])/[CH:4]=[CH:5]/[C:6]1[CH:7]=[N:8][C:9](Br)=[CH:10][CH:11]=1.[F:14][C:15]1[CH:20]=[C:19]([F:21])[CH:18]=[CH:17][C:16]=1B(O)O.C1(P(C2C=CC=CC=2)C2C=CC=CC=2)C=CC=CC=1.C(=O)([O-])[O-].[Cs+].[Cs+], predict the reaction product. The product is: [CH3:1][O:2][C:3](=[O:13])/[CH:4]=[CH:5]/[C:6]1[CH:7]=[N:8][C:9]([C:18]2[CH:17]=[CH:16][C:15]([F:14])=[CH:20][C:19]=2[F:21])=[CH:10][CH:11]=1.